This data is from Reaction yield outcomes from USPTO patents with 853,638 reactions. The task is: Predict the reaction yield, written as a fraction of the theoretical maximum amount of product (1.0 means a 100% yield; for example, 0.34 means a 34% yield). The reactants are C([O:3][C:4](=[O:46])[CH2:5][N:6]([S:33]([N:36]1[C:45]2[C:40](=[CH:41][CH:42]=[CH:43][CH:44]=2)[CH2:39][CH2:38][CH2:37]1)(=[O:35])=[O:34])[CH2:7][C:8]1[CH:13]=[CH:12][CH:11]=[C:10]([O:14][CH2:15][CH2:16][C:17]2[N:18]=[C:19]([C:23]3[CH:28]=[CH:27][C:26]([C:29]([F:32])([F:31])[F:30])=[CH:25][CH:24]=3)[O:20][C:21]=2[CH3:22])[CH:9]=1)C.O.[OH-].[Li+]. No catalyst specified. The product is [N:36]1([S:33]([N:6]([CH2:5][C:4]([OH:46])=[O:3])[CH2:7][C:8]2[CH:13]=[CH:12][CH:11]=[C:10]([O:14][CH2:15][CH2:16][C:17]3[N:18]=[C:19]([C:23]4[CH:24]=[CH:25][C:26]([C:29]([F:30])([F:31])[F:32])=[CH:27][CH:28]=4)[O:20][C:21]=3[CH3:22])[CH:9]=2)(=[O:35])=[O:34])[C:45]2[C:40](=[CH:41][CH:42]=[CH:43][CH:44]=2)[CH2:39][CH2:38][CH2:37]1. The yield is 0.990.